Task: Predict the reaction yield, written as a fraction of the theoretical maximum amount of product (1.0 means a 100% yield; for example, 0.34 means a 34% yield).. Dataset: Reaction yield outcomes from USPTO patents with 853,638 reactions (1) The reactants are [Cl:1][C:2]1[N:7]=[C:6](Cl)[C:5]([Cl:9])=[CH:4][N:3]=1.[CH3:10][Mg]Br. The catalyst is O1CCCC1. The product is [Cl:1][C:2]1[N:7]=[C:6]([CH3:10])[C:5]([Cl:9])=[CH:4][N:3]=1. The yield is 0.450. (2) The reactants are [Br:1][C:2]1[CH:3]=[C:4]2[C:9](=[C:10]([CH3:12])[CH:11]=1)[N:8]=[CH:7][C:6](C(O)=O)=[C:5]2[OH:16]. The catalyst is C1C=CC(C2C=CC=CC=2)=CC=1.C1C=CC(OC2C=CC=CC=2)=CC=1. The product is [Br:1][C:2]1[CH:3]=[C:4]2[C:9](=[C:10]([CH3:12])[CH:11]=1)[N:8]=[CH:7][CH:6]=[C:5]2[OH:16]. The yield is 0.950.